Dataset: Forward reaction prediction with 1.9M reactions from USPTO patents (1976-2016). Task: Predict the product of the given reaction. (1) Given the reactants [CH2:1]([NH:4][C:5]([C:7]1[NH:8][C:9]2[C:14]([C:15]=1[C:16]1[CH:21]=[CH:20][CH:19]=[CH:18][CH:17]=1)=[CH:13][C:12]([NH2:22])=[CH:11][CH:10]=2)=[O:6])[CH2:2][CH3:3].[CH3:23][S:24]([C:27]1[CH:32]=[CH:31][C:30]([S:33](Cl)(=[O:35])=[O:34])=[CH:29][CH:28]=1)(=[O:26])=[O:25], predict the reaction product. The product is: [CH2:1]([NH:4][C:5]([C:7]1[NH:8][C:9]2[C:14]([C:15]=1[C:16]1[CH:21]=[CH:20][CH:19]=[CH:18][CH:17]=1)=[CH:13][C:12]([NH:22][S:33]([C:30]1[CH:29]=[CH:28][C:27]([S:24]([CH3:23])(=[O:26])=[O:25])=[CH:32][CH:31]=1)(=[O:35])=[O:34])=[CH:11][CH:10]=2)=[O:6])[CH2:2][CH3:3]. (2) Given the reactants [C:1]1([CH:8]=[CH:7][CH:6]=[C:4]([OH:5])[CH:3]=1)[OH:2].C(OC(S[CH2:15][CH2:16][CH2:17][CH2:18][CH2:19][CH2:20][CH2:21][CH2:22][CH2:23][CH2:24][O:25][C:26]1[CH:42]=[CH:41][C:29]([C:30]([O:32][C:33]2[CH:38]=[CH:37][C:36]([CH:39]=[O:40])=[CH:35][CH:34]=2)=[O:31])=[CH:28][CH:27]=1)=S)C.[CH2:52]1[CH2:57][CH2:56][CH:55](N=C=N[CH:52]2[CH2:57][CH2:56][CH2:55][CH2:54][CH2:53]2)[CH2:54][CH2:53]1, predict the reaction product. The product is: [CH2:24]([O:25][C:52]1[CH:53]=[CH:54][C:55]([C:30]([O:32][C:33]2[CH:38]=[CH:37][C:36]([C:39]([O:2][C:1]3[CH:8]=[CH:7][CH:6]=[C:4]([O:5][C:39](=[O:40])[C:36]4[CH:37]=[CH:38][C:33]([O:32][C:30](=[O:31])[C:29]5[CH:41]=[CH:42][C:26]([O:25][CH2:24][CH2:23][CH2:22][CH2:21][CH2:20][CH2:19][CH2:18][CH2:17][CH2:16][CH3:15])=[CH:27][CH:28]=5)=[CH:34][CH:35]=4)[CH:3]=3)=[O:40])=[CH:35][CH:34]=2)=[O:31])=[CH:56][CH:57]=1)[CH2:23][CH2:22][CH2:21][CH2:20][CH2:19][CH2:18][CH2:17][CH2:16][CH3:15]. (3) The product is: [F:17][C:18]1[CH:39]=[CH:38][C:21]([CH2:22][N:23]2[C:27](=[O:28])[N:26]([C:29]3[S:30][C:31]([C:35]([NH:16][CH2:15][C:13]4[NH:12][N:11]=[C:10]([CH3:9])[CH:14]=4)=[O:36])=[C:32]([CH3:34])[N:33]=3)[CH:25]=[N:24]2)=[CH:20][CH:19]=1. Given the reactants N1C=CC=C(CN)C=1.[CH3:9][C:10]1[CH:14]=[C:13]([CH2:15][NH2:16])[NH:12][N:11]=1.[F:17][C:18]1[CH:39]=[CH:38][C:21]([CH2:22][N:23]2[C:27](=[O:28])[N:26]([C:29]3[S:30][C:31]([C:35](O)=[O:36])=[C:32]([CH3:34])[N:33]=3)[CH:25]=[N:24]2)=[CH:20][CH:19]=1, predict the reaction product. (4) Given the reactants [Cl:1][C:2]1[CH:7]=[CH:6][C:5]([C:8](=O)[C:9]([C:12]2[CH:17]=[CH:16][N:15]=[CH:14][CH:13]=2)=[N:10]O)=[CH:4][CH:3]=1.[CH2:19]=[O:20].[CH2:21]([NH2:23])[CH3:22].N, predict the reaction product. The product is: [Cl:1][C:2]1[CH:7]=[CH:6][C:5]([C:8]2[N:23]([CH2:21][CH3:22])[C:19]([OH:20])=[N:10][C:9]=2[C:12]2[CH:17]=[CH:16][N:15]=[CH:14][CH:13]=2)=[CH:4][CH:3]=1. (5) Given the reactants [F:1][C:2]1([F:19])[CH2:5][N:4]([C:6]2[CH:7]=[C:8]3[N:17]([CH3:18])[CH:16]=[CH:15][C:9]3=[N:10][C:11]=2[CH:12]([NH2:14])[CH3:13])[CH2:3]1.[NH2:20][C:21]1[N:26]=[C:25]([NH2:27])[C:24]([C:28]#[N:29])=[C:23](Cl)[N:22]=1.CCN(CC)CC, predict the reaction product. The product is: [NH2:20][C:21]1[N:26]=[C:25]([NH2:27])[C:24]([C:28]#[N:29])=[C:23]([NH:14][CH:12]([C:11]2[N:10]=[C:9]3[CH:15]=[CH:16][N:17]([CH3:18])[C:8]3=[CH:7][C:6]=2[N:4]2[CH2:5][C:2]([F:1])([F:19])[CH2:3]2)[CH3:13])[N:22]=1. (6) Given the reactants [CH3:1][C:2]1[CH:7]=[CH:6][C:5]([C:8]2[O:12][N:11]=[CH:10][C:9]=2[C:13]([OH:15])=O)=[CH:4][CH:3]=1.[CH2:16]([CH:23]1[CH2:27][CH2:26][NH:25][CH2:24]1)[C:17]1[CH:22]=[CH:21][CH:20]=[CH:19][CH:18]=1, predict the reaction product. The product is: [CH2:16]([CH:23]1[CH2:27][CH2:26][N:25]([C:13]([C:9]2[CH:10]=[N:11][O:12][C:8]=2[C:5]2[CH:4]=[CH:3][C:2]([CH3:1])=[CH:7][CH:6]=2)=[O:15])[CH2:24]1)[C:17]1[CH:22]=[CH:21][CH:20]=[CH:19][CH:18]=1. (7) Given the reactants C([Li])CCC.C(NC(C)C)(C)C.[O:13]1[C:21]2[C:16](=[CH:17][CH:18]=[CH:19][CH:20]=2)[C:15](=[O:22])[CH2:14]1.F[S:24]([C:27]1[N:28]=[N:29][C:30]([O:33][CH3:34])=[CH:31][CH:32]=1)(=[O:26])=[O:25], predict the reaction product. The product is: [CH3:34][O:33][C:30]1[N:29]=[N:28][C:27]([S:24]([C:14]2[O:13][C:21]3[CH:20]=[CH:19][CH:18]=[CH:17][C:16]=3[C:15]=2[OH:22])(=[O:26])=[O:25])=[CH:32][CH:31]=1.